From a dataset of Forward reaction prediction with 1.9M reactions from USPTO patents (1976-2016). Predict the product of the given reaction. (1) Given the reactants CC1(C)C(C)(C)OB([C:9]2[CH:10]=[C:11]3[C:16](=[CH:17][CH:18]=2)[N:15]=[C:14]([NH2:19])[N:13]=[CH:12]3)O1.I[C:22]1[CH:23]=[C:24]([CH:26]=[CH:27][C:28]=1[CH3:29])[NH2:25].C(=O)([O-])[O-].[K+].[K+].CN(C)C=O, predict the reaction product. The product is: [NH2:25][C:24]1[CH:23]=[CH:22][C:28]([CH3:29])=[C:27]([C:9]2[CH:10]=[C:11]3[C:16](=[CH:17][CH:18]=2)[N:15]=[C:14]([NH2:19])[N:13]=[CH:12]3)[CH:26]=1. (2) Given the reactants [F:1][C:2]1[CH:3]=[C:4]([OH:10])[CH:5]=[CH:6][C:7]=1SC.O[O:12][S:13]([O-:15])=O.[K+].[CH2:17]1COCC1, predict the reaction product. The product is: [F:1][C:2]1[CH:3]=[C:4]([OH:10])[CH:5]=[CH:6][C:7]=1[S:13]([CH3:17])(=[O:15])=[O:12]. (3) Given the reactants Cl[C:2]1[C:3]([CH3:20])=[N:4][CH:5]=[C:6]([N:8]2[CH2:12][CH2:11][CH2:10][C@H:9]2[C:13]2[CH:18]=[CH:17][C:16]([CH3:19])=[CH:15][CH:14]=2)[N:7]=1.[NH2:21][C:22]1[S:23][C:24]([C:27]#[N:28])=[CH:25][N:26]=1.CC(C1C=C(C(C)C)C(C2C=CC=CC=2P(C2CCCCC2)C2CCCCC2)=C(C(C)C)C=1)C.P([O-])([O-])([O-])=O.[K+].[K+].[K+], predict the reaction product. The product is: [CH3:20][C:3]1[C:2]([NH:21][C:22]2[S:23][C:24]([C:27]#[N:28])=[CH:25][N:26]=2)=[N:7][C:6]([N:8]2[CH2:12][CH2:11][CH2:10][C@H:9]2[C:13]2[CH:18]=[CH:17][C:16]([CH3:19])=[CH:15][CH:14]=2)=[CH:5][N:4]=1. (4) The product is: [Cl:1][C:2]1[CH:3]=[CH:4][C:5]2[N:11]3[CH:12]=[CH:13][CH:14]=[C:10]3[CH:9]([CH2:15][C:16]([OH:18])=[O:17])[O:8][CH:7]([C:26]3[C:35]4[O:34][CH2:33][CH2:32][O:31][C:30]=4[CH:29]=[CH:28][CH:27]=3)[C:6]=2[CH:36]=1. Given the reactants [Cl:1][C:2]1[CH:3]=[CH:4][C:5]2[N:11]3[CH:12]=[CH:13][CH:14]=[C:10]3[CH:9]([CH2:15][C:16]([O:18]CC3C=CC=CC=3)=[O:17])[O:8][CH:7]([C:26]3[C:35]4[O:34][CH2:33][CH2:32][O:31][C:30]=4[CH:29]=[CH:28][CH:27]=3)[C:6]=2[CH:36]=1.[H][H], predict the reaction product.